From a dataset of Reaction yield outcomes from USPTO patents with 853,638 reactions. Predict the reaction yield, written as a fraction of the theoretical maximum amount of product (1.0 means a 100% yield; for example, 0.34 means a 34% yield). (1) The reactants are [Br:1][C:2]1[CH:9]=[C:8]([S:10][C:11]2[CH:16]=[CH:15][C:14]([Cl:17])=[C:13]([Cl:18])[CH:12]=2)[CH:7]=[CH:6][C:3]=1[CH:4]=[O:5].[BH4-].[Na+].C([O-])(O)=O.[Na+]. The catalyst is CO. The product is [Br:1][C:2]1[CH:9]=[C:8]([S:10][C:11]2[CH:16]=[CH:15][C:14]([Cl:17])=[C:13]([Cl:18])[CH:12]=2)[CH:7]=[CH:6][C:3]=1[CH2:4][OH:5]. The yield is 0.950. (2) The reactants are F[C:2]1[CH:9]=[CH:8][C:5]([CH:6]=[O:7])=[CH:4][C:3]=1[O:10][CH3:11].[NH:12]1[CH:16]=[CH:15][CH:14]=[N:13]1.C([O-])([O-])=O.[K+].[K+]. The product is [CH3:11][O:10][C:3]1[CH:4]=[C:5]([CH:8]=[CH:9][C:2]=1[N:12]1[CH:16]=[CH:15][CH:14]=[N:13]1)[CH:6]=[O:7]. The catalyst is CN(C=O)C.C(OCC)(=O)C. The yield is 0.580. (3) The reactants are [Br:1][C:2]1[CH:3]=[C:4]2[C:9](=[CH:10][CH:11]=1)[N:8]=[CH:7][C:6]([C:12]([O:14]CC)=[O:13])=[C:5]2[OH:17].[OH-].[Na+]. The catalyst is C(O)C. The product is [Br:1][C:2]1[CH:3]=[C:4]2[C:9](=[CH:10][CH:11]=1)[N:8]=[CH:7][C:6]([C:12]([OH:14])=[O:13])=[C:5]2[OH:17]. The yield is 0.980. (4) The yield is 0.470. The reactants are [Cl:1][C:2]1[C:3]([F:32])=[C:4]([CH:29]=[CH:30][CH:31]=1)[NH:5][C:6]1[C:15]2[C:10](=[CH:11][C:12]([O:27][CH3:28])=[C:13]([O:16][CH2:17][C@@H:18]3[CH2:22][CH2:21][CH2:20][N:19]3[C:23](=[O:26])[CH2:24]Cl)[CH:14]=2)[N:9]=[CH:8][N:7]=1.[CH3:33][NH2:34]. The product is [Cl:1][C:2]1[C:3]([F:32])=[C:4]([CH:29]=[CH:30][CH:31]=1)[NH:5][C:6]1[C:15]2[C:10](=[CH:11][C:12]([O:27][CH3:28])=[C:13]([O:16][CH2:17][C@@H:18]3[CH2:22][CH2:21][CH2:20][N:19]3[C:23](=[O:26])[CH2:24][NH:34][CH3:33])[CH:14]=2)[N:9]=[CH:8][N:7]=1. The catalyst is C(O)C. (5) The reactants are [CH3:1][C:2]1[O:6][N:5]=[C:4]([C:7]([OH:9])=O)[CH:3]=1.C(Cl)(=O)C(Cl)=O.[NH2:16][C:17]1[CH:18]=[C:19]([CH:36]=[CH:37][CH:38]=1)[O:20][C:21]1[CH:22]=[CH:23][C:24]2[N:25]([CH:27]=[C:28]([NH:30][C:31]([CH:33]3[CH2:35][CH2:34]3)=[O:32])[N:29]=2)[N:26]=1.C(N(CC)CC)C. The catalyst is CN(C)C=O.O1CCCC1. The product is [CH:33]1([C:31]([NH:30][C:28]2[N:29]=[C:24]3[CH:23]=[CH:22][C:21]([O:20][C:19]4[CH:18]=[C:17]([NH:16][C:7]([C:4]5[CH:3]=[C:2]([CH3:1])[O:6][N:5]=5)=[O:9])[CH:38]=[CH:37][CH:36]=4)=[N:26][N:25]3[CH:27]=2)=[O:32])[CH2:34][CH2:35]1. The yield is 0.580.